From a dataset of Catalyst prediction with 721,799 reactions and 888 catalyst types from USPTO. Predict which catalyst facilitates the given reaction. Reactant: [CH2:1]([N:8]1[C:13](=[O:14])[C:12]2[C:15]3[CH:21]([CH3:22])[CH2:20][CH2:19][CH2:18][C:16]=3[S:17][C:11]=2[N:10]=[C:9]1[C:23]1[CH:28]=[C:27]([O:29][CH3:30])[C:26]([O:31][CH3:32])=[C:25]([O:33][CH3:34])[CH:24]=1)[C:2]1[CH:7]=[CH:6][CH:5]=[CH:4][CH:3]=1.C1C=C[NH+]=CC=1.[O-:41][Cr](Cl)(=O)=O. Product: [CH2:1]([N:8]1[C:13](=[O:14])[C:12]2[C:15]3[CH:21]([CH3:22])[CH2:20][CH2:19][C:18](=[O:41])[C:16]=3[S:17][C:11]=2[N:10]=[C:9]1[C:23]1[CH:24]=[C:25]([O:33][CH3:34])[C:26]([O:31][CH3:32])=[C:27]([O:29][CH3:30])[CH:28]=1)[C:2]1[CH:3]=[CH:4][CH:5]=[CH:6][CH:7]=1. The catalyst class is: 4.